From a dataset of Reaction yield outcomes from USPTO patents with 853,638 reactions. Predict the reaction yield, written as a fraction of the theoretical maximum amount of product (1.0 means a 100% yield; for example, 0.34 means a 34% yield). (1) The reactants are [Br:1][C:2]1[CH:17]=[CH:16][C:5]2[O:6][CH2:7][CH2:8][C:9]([C:12](OC)=[O:13])=[C:10]([CH3:11])[C:4]=2[CH:3]=1.CC(C[AlH]CC(C)C)C.C1COCC1.CC(C[AlH]CC(C)C)C. The catalyst is C1COCC1. The product is [Br:1][C:2]1[CH:17]=[CH:16][C:5]2[O:6][CH2:7][CH2:8][C:9]([CH2:12][OH:13])=[C:10]([CH3:11])[C:4]=2[CH:3]=1. The yield is 0.840. (2) The reactants are [CH:1]([C:3]1[CH:4]=[C:5]([CH:8]=[CH:9][C:10]=1[N:11]1[C:15]2=[N:16][CH:17]=[CH:18][C:19]([N:20]3[CH:24]=[C:23]([C:25]4[CH:26]=[N:27][N:28]([CH3:30])[CH:29]=4)[N:22]=[CH:21]3)=[C:14]2[C:13]([CH:31]([CH3:33])[CH3:32])=[N:12]1)[C:6]#[N:7])=[O:2].C(C1C=C(C=CC=1N1C2=NC=CC(I)=C2C(C(C)C)=N1)C#N)=[O:35].Cl.CN1C=C(C2N=CNC=2)C=N1. No catalyst specified. The product is [CH:1]([C:3]1[CH:4]=[C:5]([CH:8]=[CH:9][C:10]=1[N:11]1[C:15]2=[N:16][CH:17]=[CH:18][C:19]([N:20]3[CH:24]=[C:23]([C:25]4[CH:26]=[N:27][N:28]([CH3:30])[CH:29]=4)[N:22]=[CH:21]3)=[C:14]2[C:13]([CH:31]([CH3:33])[CH3:32])=[N:12]1)[C:6]([NH2:7])=[O:35])=[O:2]. The yield is 0.170. (3) The reactants are C(OC([NH:8][CH2:9][C:10]1[CH:16]=[CH:15][C:13]([NH2:14])=[CH:12][CH:11]=1)=O)(C)(C)C.[C:17]1([C:38]2[CH:43]=[CH:42][CH:41]=[CH:40][CH:39]=2)[CH:22]=[CH:21][CH:20]=[CH:19][C:18]=1[NH:23][C:24]([O:26][CH:27]1[CH2:32][CH2:31][N:30]([CH2:33][CH2:34][C:35](O)=[O:36])[CH2:29][CH2:28]1)=[O:25].CN(C(ON1N=NC2C=CC=NC1=2)=[N+](C)C)C.F[P-](F)(F)(F)(F)F.CCN(C(C)C)C(C)C. The catalyst is CN(C=O)C.C(O)(C(F)(F)F)=O.C(Cl)Cl. The product is [NH2:8][CH2:9][C:10]1[CH:11]=[CH:12][C:13]([NH:14][C:35]([CH2:34][CH2:33][N:30]2[CH2:29][CH2:28][CH:27]([O:26][C:24](=[O:25])[NH:23][C:18]3[CH:19]=[CH:20][CH:21]=[CH:22][C:17]=3[C:38]3[CH:39]=[CH:40][CH:41]=[CH:42][CH:43]=3)[CH2:32][CH2:31]2)=[O:36])=[CH:15][CH:16]=1. The yield is 0.940.